This data is from Full USPTO retrosynthesis dataset with 1.9M reactions from patents (1976-2016). The task is: Predict the reactants needed to synthesize the given product. (1) Given the product [Cl:7][C:8]1[C:9]([O:50][C:47]2[CH:48]=[C:49]3[C:44](=[CH:45][CH:46]=2)[N:43]=[CH:42][N:41]=[C:40]3[NH:39][C:36]2[CH:35]=[N:34][C:33]([CH3:32])=[CH:38][N:37]=2)=[N:10][CH:11]=[C:12]([O:14][CH2:15][CH2:16][CH2:17][O:18][CH:19]2[CH2:24][CH2:23][CH2:22][CH2:21][O:20]2)[CH:13]=1, predict the reactants needed to synthesize it. The reactants are: CC(C)([O-])C.[K+].[Cl:7][C:8]1[C:9](F)=[N:10][CH:11]=[C:12]([O:14][CH2:15][CH2:16][CH2:17][O:18][CH:19]2[CH2:24][CH2:23][CH2:22][CH2:21][O:20]2)[CH:13]=1.CN(C)C(=O)C.[CH3:32][C:33]1[N:34]=[CH:35][C:36]([NH:39][C:40]2[C:49]3[C:44](=[CH:45][CH:46]=[C:47]([OH:50])[CH:48]=3)[N:43]=[CH:42][N:41]=2)=[N:37][CH:38]=1. (2) The reactants are: [C:1]([C:3]1[C:4]([N:18]2[CH2:21][CH:20]([C:22](O)=[O:23])[CH2:19]2)=[N:5][C:6]([CH3:17])=[C:7]([C:9]([O:11][CH2:12][C:13]([F:16])([F:15])[F:14])=[O:10])[CH:8]=1)#[N:2].[Cl:25][C:26]1[CH:31]=[CH:30][C:29]([CH2:32][S:33]([NH2:36])(=[O:35])=[O:34])=[CH:28][CH:27]=1.CCN=C=NCCCN(C)C.C1C=CC2N(O)N=NC=2C=1.CCN(C(C)C)C(C)C. Given the product [Cl:25][C:26]1[CH:31]=[CH:30][C:29]([CH2:32][S:33]([NH:36][C:22]([CH:20]2[CH2:19][N:18]([C:4]3[C:3]([C:1]#[N:2])=[CH:8][C:7]([C:9]([O:11][CH2:12][C:13]([F:15])([F:14])[F:16])=[O:10])=[C:6]([CH3:17])[N:5]=3)[CH2:21]2)=[O:23])(=[O:34])=[O:35])=[CH:28][CH:27]=1, predict the reactants needed to synthesize it. (3) The reactants are: [CH:1]([C:4]1[NH:5][CH:6]=[CH:7][N:8]=1)([CH3:3])[CH3:2].[H-].[Na+].Cl[C:12]1[N:13]=[C:14]([N:32]2[CH2:37][CH2:36][O:35][CH2:34][CH2:33]2)[C:15]2[S:20][C:19]([CH2:21][N:22]3[CH2:27][CH2:26][N:25](S(C)(=O)=O)[CH2:24][CH2:23]3)=[CH:18][C:16]=2[N:17]=1. Given the product [CH:1]([C:4]1[N:5]([C:12]2[N:13]=[C:14]([N:32]3[CH2:33][CH2:34][O:35][CH2:36][CH2:37]3)[C:15]3[S:20][C:19]([CH2:21][N:22]4[CH2:27][CH2:26][NH:25][CH2:24][CH2:23]4)=[CH:18][C:16]=3[N:17]=2)[CH:6]=[CH:7][N:8]=1)([CH3:3])[CH3:2], predict the reactants needed to synthesize it.